Predict the reaction yield, written as a fraction of the theoretical maximum amount of product (1.0 means a 100% yield; for example, 0.34 means a 34% yield). From a dataset of Reaction yield outcomes from USPTO patents with 853,638 reactions. (1) The reactants are [CH3:1][C:2]1[CH:3]=[C:4]([CH:8]=[CH:9][C:10]=1[CH2:11][CH2:12][S:13]([N:16]1[CH2:21][CH2:20][C:19](=[O:22])[CH2:18][CH2:17]1)(=[O:15])=[O:14])[C:5]([OH:7])=[O:6].[C:23](OC(N(C)C)O[C:23]([CH3:26])([CH3:25])[CH3:24])([CH3:26])([CH3:25])[CH3:24]. The catalyst is C1(C)C=CC=CC=1.C(OCC)(=O)C. The product is [C:23]([O:6][C:5](=[O:7])[C:4]1[CH:8]=[CH:9][C:10]([CH2:11][CH2:12][S:13]([N:16]2[CH2:21][CH2:20][C:19](=[O:22])[CH2:18][CH2:17]2)(=[O:15])=[O:14])=[C:2]([CH3:1])[CH:3]=1)([CH3:26])([CH3:25])[CH3:24]. The yield is 0.700. (2) The yield is 0.680. The product is [C:14]1([C:12]#[C:13][C:2]2[CH:3]=[C:4]3[C:9](=[CH:10][CH:11]=2)[CH2:8][CH2:7][CH2:6][CH2:5]3)[CH:19]=[CH:18][CH:17]=[CH:16][CH:15]=1. The reactants are I[C:2]1[CH:3]=[C:4]2[C:9](=[CH:10][CH:11]=1)[CH2:8][CH2:7][CH2:6][CH2:5]2.[C:12]([C:14]1[CH:19]=[CH:18][CH:17]=[CH:16][CH:15]=1)#[CH:13]. The catalyst is O1CCCC1.Cl[Pd](Cl)([P](C1C=CC=CC=1)(C1C=CC=CC=1)C1C=CC=CC=1)[P](C1C=CC=CC=1)(C1C=CC=CC=1)C1C=CC=CC=1.[Cu]I. (3) The reactants are [C:1]([C:5]1[NH:6][C:7]2[C:12]([CH:13]=1)=[CH:11][C:10]([N+:14]([O-:16])=[O:15])=[CH:9]C=2C#N)([CH3:4])([CH3:3])[CH3:2].[OH-:19].[K+].[CH3:21][CH2:22][OH:23]. No catalyst specified. The product is [C:1]([C:5]1[NH:6][C:7]2[C:12]([CH:13]=1)=[CH:11][C:10]([N+:14]([O-:16])=[O:15])=[CH:9][C:21]=2[C:22]([OH:19])=[O:23])([CH3:4])([CH3:3])[CH3:2]. The yield is 0.770. (4) The reactants are O=S(Cl)Cl.[CH2:5]([O:12][C:13]([N:15]1[CH2:20][CH2:19][CH:18]([C:21]([OH:23])=[O:22])[CH2:17][CH2:16]1)=[O:14])[C:6]1[CH:11]=[CH:10][CH:9]=[CH:8][CH:7]=1.[CH3:24]O. No catalyst specified. The product is [CH3:24][O:22][C:21]([CH:18]1[CH2:17][CH2:16][N:15]([C:13]([O:12][CH2:5][C:6]2[CH:7]=[CH:8][CH:9]=[CH:10][CH:11]=2)=[O:14])[CH2:20][CH2:19]1)=[O:23]. The yield is 0.820. (5) The reactants are [F:1][C:2]1[CH:10]=[C:9]2[C:5]([C:6]([C:11]3[CH:12]=[CH:13][C:14]([NH:17][CH2:18][CH2:19][CH2:20][NH2:21])=[N:15][CH:16]=3)=[CH:7][NH:8]2)=[CH:4][CH:3]=1.CCN(CC)CC.[CH3:29][S:30](Cl)(=[O:32])=[O:31]. The catalyst is C(Cl)Cl. The product is [F:1][C:2]1[CH:10]=[C:9]2[C:5]([C:6]([C:11]3[CH:12]=[CH:13][C:14]([NH:17][CH2:18][CH2:19][CH2:20][NH:21][S:30]([CH3:29])(=[O:32])=[O:31])=[N:15][CH:16]=3)=[CH:7][NH:8]2)=[CH:4][CH:3]=1. The yield is 0.290. (6) The reactants are [CH2:1]([SH:5])[CH2:2][CH2:3][SH:4].[CH3:6][O:7][C:8]1[CH:15]=[CH:14][C:11]([CH:12]=O)=[CH:10][CH:9]=1. No catalyst specified. The product is [CH3:6][O:7][C:8]1[CH:15]=[CH:14][C:11]([CH:12]2[S:5][CH2:1][CH2:2][CH2:3][S:4]2)=[CH:10][CH:9]=1. The yield is 0.930. (7) The reactants are [C:1]1([O:7][CH3:8])[CH:6]=[CH:5][CH:4]=[CH:3][CH:2]=1.[Cl-].[Cl-].[Cl-].[Al+3].[N+:13]([C:16]1[CH:17]=[C:18]([CH:22]=[CH:23][CH:24]=1)[C:19](Cl)=[O:20])([O-:15])=[O:14]. The catalyst is ClCCCl. The product is [CH3:8][O:7][C:1]1[CH:6]=[CH:5][C:4]([C:19]([C:18]2[CH:22]=[CH:23][CH:24]=[C:16]([N+:13]([O-:15])=[O:14])[CH:17]=2)=[O:20])=[CH:3][CH:2]=1. The yield is 0.840. (8) The reactants are [N+:1]([C:4]1[N:9]=[CH:8][C:7]([C:10]2[CH2:15][CH2:14][N:13]([C:16]([O:18][C:19]([CH3:22])([CH3:21])[CH3:20])=[O:17])[CH2:12][CH:11]=2)=[CH:6][CH:5]=1)([O-])=O. The catalyst is [Pd].CO. The product is [NH2:1][C:4]1[N:9]=[CH:8][C:7]([CH:10]2[CH2:15][CH2:14][N:13]([C:16]([O:18][C:19]([CH3:22])([CH3:21])[CH3:20])=[O:17])[CH2:12][CH2:11]2)=[CH:6][CH:5]=1. The yield is 0.780.